Regression. Given two drug SMILES strings and cell line genomic features, predict the synergy score measuring deviation from expected non-interaction effect. From a dataset of NCI-60 drug combinations with 297,098 pairs across 59 cell lines. (1) Drug 1: C1CN1P(=S)(N2CC2)N3CC3. Drug 2: CC1=C(C=C(C=C1)C(=O)NC2=CC(=CC(=C2)C(F)(F)F)N3C=C(N=C3)C)NC4=NC=CC(=N4)C5=CN=CC=C5. Cell line: RPMI-8226. Synergy scores: CSS=16.8, Synergy_ZIP=-0.799, Synergy_Bliss=0.329, Synergy_Loewe=-3.31, Synergy_HSA=-2.18. (2) Drug 1: C1=CC(=CC=C1CCCC(=O)O)N(CCCl)CCCl. Drug 2: C1CC(=O)NC(=O)C1N2C(=O)C3=CC=CC=C3C2=O. Cell line: HL-60(TB). Synergy scores: CSS=62.2, Synergy_ZIP=-2.96, Synergy_Bliss=-11.5, Synergy_Loewe=-17.6, Synergy_HSA=-11.2. (3) Drug 1: COC1=CC(=CC(=C1O)OC)C2C3C(COC3=O)C(C4=CC5=C(C=C24)OCO5)OC6C(C(C7C(O6)COC(O7)C8=CC=CS8)O)O. Drug 2: C1CN1P(=S)(N2CC2)N3CC3. Cell line: DU-145. Synergy scores: CSS=54.5, Synergy_ZIP=-4.18, Synergy_Bliss=-2.59, Synergy_Loewe=-2.83, Synergy_HSA=0.239.